From a dataset of NCI-60 drug combinations with 297,098 pairs across 59 cell lines. Regression. Given two drug SMILES strings and cell line genomic features, predict the synergy score measuring deviation from expected non-interaction effect. (1) Drug 1: CC(CN1CC(=O)NC(=O)C1)N2CC(=O)NC(=O)C2. Drug 2: CC1CCC2CC(C(=CC=CC=CC(CC(C(=O)C(C(C(=CC(C(=O)CC(OC(=O)C3CCCCN3C(=O)C(=O)C1(O2)O)C(C)CC4CCC(C(C4)OC)O)C)C)O)OC)C)C)C)OC. Cell line: MOLT-4. Synergy scores: CSS=67.4, Synergy_ZIP=0.482, Synergy_Bliss=0.557, Synergy_Loewe=5.34, Synergy_HSA=7.24. (2) Drug 1: C1C(C(OC1N2C=C(C(=O)NC2=O)F)CO)O. Drug 2: C(CC(=O)O)C(=O)CN.Cl. Cell line: SNB-19. Synergy scores: CSS=13.6, Synergy_ZIP=-9.83, Synergy_Bliss=1.34, Synergy_Loewe=-11.0, Synergy_HSA=1.86. (3) Drug 1: C1=CC=C(C=C1)NC(=O)CCCCCCC(=O)NO. Drug 2: C1CN1C2=NC(=NC(=N2)N3CC3)N4CC4. Cell line: SK-OV-3. Synergy scores: CSS=41.5, Synergy_ZIP=3.28, Synergy_Bliss=8.33, Synergy_Loewe=8.05, Synergy_HSA=9.88. (4) Drug 2: CC1=C(C=C(C=C1)NC2=NC=CC(=N2)N(C)C3=CC4=NN(C(=C4C=C3)C)C)S(=O)(=O)N.Cl. Cell line: ACHN. Drug 1: C1CCN(CC1)CCOC2=CC=C(C=C2)C(=O)C3=C(SC4=C3C=CC(=C4)O)C5=CC=C(C=C5)O. Synergy scores: CSS=39.6, Synergy_ZIP=14.4, Synergy_Bliss=13.7, Synergy_Loewe=10.7, Synergy_HSA=11.9. (5) Drug 1: C1CCC(C1)C(CC#N)N2C=C(C=N2)C3=C4C=CNC4=NC=N3. Drug 2: CC1C(C(CC(O1)OC2CC(OC(C2O)C)OC3=CC4=CC5=C(C(=O)C(C(C5)C(C(=O)C(C(C)O)O)OC)OC6CC(C(C(O6)C)O)OC7CC(C(C(O7)C)O)OC8CC(C(C(O8)C)O)(C)O)C(=C4C(=C3C)O)O)O)O. Cell line: SF-295. Synergy scores: CSS=6.18, Synergy_ZIP=5.72, Synergy_Bliss=12.6, Synergy_Loewe=13.5, Synergy_HSA=12.9.